From a dataset of Reaction yield outcomes from USPTO patents with 853,638 reactions. Predict the reaction yield, written as a fraction of the theoretical maximum amount of product (1.0 means a 100% yield; for example, 0.34 means a 34% yield). (1) The reactants are [F:1][C:2]1[CH:7]=[CH:6][C:5]([S:8]([C:11]([CH2:19][C:20]#[C:21][CH3:22])([CH2:15][C:16]#[C:17][CH3:18])[C:12](O)=[O:13])(=[O:10])=[O:9])=[CH:4][CH:3]=1.Cl.[NH2:24][OH:25]. No catalyst specified. The product is [OH:25][NH:24][C:12](=[O:13])[C:11]([S:8]([C:5]1[CH:6]=[CH:7][C:2]([F:1])=[CH:3][CH:4]=1)(=[O:10])=[O:9])([CH2:19][C:20]#[C:21][CH3:22])[CH2:15][C:16]#[C:17][CH3:18]. The yield is 0.770. (2) The reactants are CCN(C(C)C)C(C)C.CN(C(ON1N=NC2C=CC=NC1=2)=[N+](C)C)C.F[P-](F)(F)(F)(F)F.[Cl:34][C:35]1[CH:40]=[CH:39][CH:38]=[C:37]([CH3:41])[C:36]=1[S:42]([N:45]([CH2:49][CH2:50][O:51][CH2:52][C:53](O)=[O:54])[CH:46]1[CH2:48][CH2:47]1)(=[O:44])=[O:43].[F:56][C:57]1[CH:58]=[C:59]([C:63]2([O:69][CH2:70][CH2:71][N:72]3[CH2:76][CH2:75][CH2:74][CH2:73]3)[CH2:68][CH2:67][NH:66][CH2:65][CH2:64]2)[CH:60]=[CH:61][CH:62]=1. The catalyst is O1CCCC1. The product is [Cl:34][C:35]1[CH:40]=[CH:39][CH:38]=[C:37]([CH3:41])[C:36]=1[S:42]([N:45]([CH:46]1[CH2:48][CH2:47]1)[CH2:49][CH2:50][O:51][CH2:52][C:53]([N:66]1[CH2:65][CH2:64][C:63]([C:59]2[CH:60]=[CH:61][CH:62]=[C:57]([F:56])[CH:58]=2)([O:69][CH2:70][CH2:71][N:72]2[CH2:76][CH2:75][CH2:74][CH2:73]2)[CH2:68][CH2:67]1)=[O:54])(=[O:44])=[O:43]. The yield is 0.600. (3) The reactants are [N+]([C:4]1[CH:11]=[CH:10][CH:9]=[C:6]([C:7]#[N:8])[C:5]=1[C:12]#[N:13])([O-])=O.[N+:14]([C:17]1[CH:22]=[CH:21][CH:20]=[CH:19][C:18]=1[OH:23])([O-:16])=[O:15]. No catalyst specified. The product is [N+:14]([C:17]1[CH:22]=[CH:21][CH:20]=[CH:19][C:18]=1[O:23][C:10]1[CH:9]=[C:6]([C:7]#[N:8])[C:5](=[CH:4][CH:11]=1)[C:12]#[N:13])([O-:16])=[O:15]. The yield is 0.410. (4) The reactants are [NH2:1][C:2]1[N:6]([C:7]2[CH:12]=[CH:11][CH:10]=[CH:9][N:8]=2)[N:5]=[CH:4][C:3]=1C(OCC)=O.Cl.C(O)(=O)C. The catalyst is [OH-].[Na+]. The product is [N:8]1[CH:9]=[CH:10][CH:11]=[CH:12][C:7]=1[N:6]1[C:2]([NH2:1])=[CH:3][CH:4]=[N:5]1. The yield is 0.310. (5) The reactants are Br[C:2]1[CH:3]=[CH:4][C:5]2[C:11]3[S:12][C:13]([C:15]([N:17]([C:19]4[CH:24]=[C:23]([C:25](=[O:31])[N:26]([CH2:28][CH2:29][OH:30])[CH3:27])[CH:22]=[CH:21][C:20]=4[Cl:32])[CH3:18])=[O:16])=[CH:14][C:10]=3[CH2:9][CH2:8][O:7][C:6]=2[CH:33]=1.CC1(C)C2[C:56](=C(P(C3C=CC=CC=3)C3C=CC=CC=3)C=CC=2)[O:55]C2C(P(C3C=CC=CC=3)C3C=CC=CC=3)=CC=CC1=2.[CH3:76][NH2:77].Cl.C([O-])([O-])=O.[Na+].[Na+]. The catalyst is C1(C)C=CC=CC=1.CC([O-])=O.CC([O-])=O.[Pd+2]. The product is [Cl:32][C:20]1[CH:21]=[CH:22][C:23]([C:25](=[O:31])[N:26]([CH2:28][CH2:29][OH:30])[CH3:27])=[CH:24][C:19]=1[N:17]([CH3:18])[C:15]([C:13]1[S:12][C:11]2[C:5]3[CH:4]=[CH:3][C:2]([C:56]([NH:77][CH3:76])=[O:55])=[CH:33][C:6]=3[O:7][CH2:8][CH2:9][C:10]=2[CH:14]=1)=[O:16]. The yield is 0.220. (6) The product is [CH3:1][O:2][C:3]1[CH:8]=[CH:7][C:6]([N+:9]([O-:11])=[O:10])=[CH:5][C:4]=1[N:12]([CH3:17])[CH2:13][CH2:14][CH3:15]. The catalyst is C1COCC1. The yield is 0.960. The reactants are [CH3:1][O:2][C:3]1[CH:8]=[CH:7][C:6]([N+:9]([O-:11])=[O:10])=[CH:5][C:4]=1[N:12]([CH3:17])[C:13](=O)[CH2:14][CH3:15].B.CSC.